This data is from NCI-60 drug combinations with 297,098 pairs across 59 cell lines. The task is: Regression. Given two drug SMILES strings and cell line genomic features, predict the synergy score measuring deviation from expected non-interaction effect. Drug 1: CNC(=O)C1=CC=CC=C1SC2=CC3=C(C=C2)C(=NN3)C=CC4=CC=CC=N4. Drug 2: CN(CC1=CN=C2C(=N1)C(=NC(=N2)N)N)C3=CC=C(C=C3)C(=O)NC(CCC(=O)O)C(=O)O. Cell line: OVCAR3. Synergy scores: CSS=16.3, Synergy_ZIP=-4.76, Synergy_Bliss=-0.816, Synergy_Loewe=-26.7, Synergy_HSA=-3.40.